Dataset: Full USPTO retrosynthesis dataset with 1.9M reactions from patents (1976-2016). Task: Predict the reactants needed to synthesize the given product. (1) Given the product [C:7]([C:5]1[O:6][C:2]([CH2:39][C:38]2[C:41]([CH3:46])=[CH:42][C:43]([CH3:45])=[CH:44][C:37]=2[CH3:36])=[C:3]([C:11]([O:13][CH2:14][CH3:15])=[O:12])[N:4]=1)([CH3:10])([CH3:9])[CH3:8], predict the reactants needed to synthesize it. The reactants are: Br[C:2]1[O:6][C:5]([C:7]([CH3:10])([CH3:9])[CH3:8])=[N:4][C:3]=1[C:11]([O:13][CH2:14][CH3:15])=[O:12].CCCCP(CCCC)CCCC.[H+].[B-](F)(F)(F)F.[Br-].[CH3:36][C:37]1[CH:44]=[C:43]([CH3:45])[CH:42]=[C:41]([CH3:46])[C:38]=1[CH2:39][Zn+]. (2) Given the product [O:23]=[C:21]1[NH:20][C:19]2[CH:24]=[CH:25][C:16]([NH:15][C:14]3[C:9]4[C:6]5[CH2:7][CH2:8][CH:3]([CH2:2][NH:1][S:30]([CH:28]([CH3:29])[CH3:27])(=[O:32])=[O:31])[CH2:4][C:5]=5[S:26][C:10]=4[N:11]=[CH:12][N:13]=3)=[CH:17][C:18]=2[S:22]1, predict the reactants needed to synthesize it. The reactants are: [NH2:1][CH2:2][CH:3]1[CH2:8][CH2:7][C:6]2[C:9]3[C:14]([NH:15][C:16]4[CH:25]=[CH:24][C:19]5[NH:20][C:21](=[O:23])[S:22][C:18]=5[CH:17]=4)=[N:13][CH:12]=[N:11][C:10]=3[S:26][C:5]=2[CH2:4]1.[CH3:27][CH:28]([S:30](Cl)(=[O:32])=[O:31])[CH3:29].